Dataset: Catalyst prediction with 721,799 reactions and 888 catalyst types from USPTO. Task: Predict which catalyst facilitates the given reaction. Reactant: [Cl:1][C:2]1[CH:3]=[C:4]2[C:9](=[CH:10][C:11]=1[O:12][C:13]1[CH:21]=[CH:20][C:16]([C:17]([OH:19])=O)=[CH:15][CH:14]=1)[O:8][CH2:7][CH2:6][CH:5]2[C:22]([O:24][CH2:25][CH3:26])=[O:23].O.ON1C2C=CC=CC=2N=N1.[Br:38][C:39]1[CH:44]=[CH:43][C:42]([CH2:45][CH2:46][NH2:47])=[C:41]([Cl:48])[CH:40]=1.Cl.C(N=C=NCCCN(C)C)C. Product: [Br:38][C:39]1[CH:44]=[CH:43][C:42]([CH2:45][CH2:46][NH:47][C:17]([C:16]2[CH:15]=[CH:14][C:13]([O:12][C:11]3[CH:10]=[C:9]4[C:4]([CH:5]([C:22]([O:24][CH2:25][CH3:26])=[O:23])[CH2:6][CH2:7][O:8]4)=[CH:3][C:2]=3[Cl:1])=[CH:21][CH:20]=2)=[O:19])=[C:41]([Cl:48])[CH:40]=1. The catalyst class is: 35.